Dataset: Forward reaction prediction with 1.9M reactions from USPTO patents (1976-2016). Task: Predict the product of the given reaction. (1) Given the reactants Br[C:2]1[N:6]([S:7]([C:10]2[CH:11]=[N:12][CH:13]=[CH:14][CH:15]=2)(=[O:9])=[O:8])[CH:5]=[C:4]([CH2:16][N:17]([CH3:25])[C:18](=[O:24])[O:19][C:20]([CH3:23])([CH3:22])[CH3:21])[CH:3]=1.[F:26][CH:27]([F:44])[O:28][C:29]1[CH:34]=[CH:33][C:32](B2OC(C)(C)C(C)(C)O2)=[CH:31][CH:30]=1.C(=O)([O-])[O-].[Na+].[Na+], predict the reaction product. The product is: [C:20]([O:19][C:18](=[O:24])[N:17]([CH2:16][C:4]1[CH:3]=[C:2]([C:32]2[CH:33]=[CH:34][C:29]([O:28][CH:27]([F:44])[F:26])=[CH:30][CH:31]=2)[N:6]([S:7]([C:10]2[CH:11]=[N:12][CH:13]=[CH:14][CH:15]=2)(=[O:9])=[O:8])[CH:5]=1)[CH3:25])([CH3:23])([CH3:22])[CH3:21]. (2) Given the reactants [CH3:1][C:2]1([CH3:8])[CH2:4][C@@H:3]1[C:5](O)=[O:6].O[C:10]([C:12](F)(F)F)=[O:11].O[C:17](C(F)(F)F)=O.OC(C(F)(F)F)=O.[CH3:30][O:31][C:32](=[O:81])[NH:33][C@H:34]([C:38]([N:40]1[CH2:44][CH2:43][CH2:42][C@H:41]1[C:45]1[NH:46][CH:47]=[C:48]([C:50]2[CH:55]=[CH:54][C:53]([C:56]3[CH:61]=[CH:60][C:59]([NH:62]C(C4C=NC(N5C[C@H](C)NC[C@H]5C)=CC=4)=O)=[CH:58][C:57]=3[CH3:79])=[C:52]([CH3:80])[CH:51]=2)[N:49]=1)=[O:39])[CH:35]([CH3:37])[CH3:36].C[N:83]([CH:85]=O)C.CN(C(ON1N=[N:102][C:97]2[CH:98]=[CH:99][CH:100]=[N:101][C:96]1=2)=[N+](C)C)C.F[P-](F)(F)(F)(F)F.[CH:111](N(CC)C(C)C)([CH3:113])[CH3:112], predict the reaction product. The product is: [CH3:30][O:31][C:32](=[O:81])[NH:33][C@H:34]([C:38]([N:40]1[CH2:44][CH2:43][CH2:42][C@H:41]1[C:45]1[NH:46][CH:47]=[C:48]([C:50]2[CH:55]=[CH:54][C:53]([C:56]3[CH:61]=[CH:60][C:59]([NH:62][C:10]([C:12]4[CH:85]=[N:83][C:100]([N:101]5[CH2:96][C@H:97]([CH3:17])[N:102]([C:5]([C@H:3]6[CH2:4][C:2]6([CH3:8])[CH3:1])=[O:6])[CH2:112][C@H:111]5[CH3:113])=[CH:99][CH:98]=4)=[O:11])=[CH:58][C:57]=3[CH3:79])=[C:52]([CH3:80])[CH:51]=2)[N:49]=1)=[O:39])[CH:35]([CH3:37])[CH3:36]. (3) The product is: [F:21][C:22]([F:27])([F:26])[C:23]([O-:25])=[O:24].[CH3:19][S:16]([NH:15][C:12]1[CH:13]=[CH:14][C:9]([CH2:8][NH3+:7])=[CH:10][CH:11]=1)(=[O:18])=[O:17]. Given the reactants C(OC(=O)[NH:7][CH2:8][C:9]1[CH:14]=[CH:13][C:12]([NH:15][S:16]([CH3:19])(=[O:18])=[O:17])=[CH:11][CH:10]=1)(C)(C)C.[F:21][C:22]([F:27])([F:26])[C:23]([OH:25])=[O:24], predict the reaction product. (4) The product is: [Cl:18][CH:2]([CH2:1][CH2:6]/[CH:11]=[CH:10]\[CH2:14][CH3:15])[CH:3]=[O:4]. Given the reactants [CH2:1]1[C:6](=O)N(Cl)[C:3](=[O:4])[CH2:2]1.N1C[CH2:15][CH2:14][C@H:10]1[C:11](O)=O.C(Cl)[Cl:18], predict the reaction product. (5) Given the reactants [Br:1][C:2]1[CH:7]=[C:6](F)[C:5]([N+:9]([O-:11])=[O:10])=[CH:4][C:3]=1[F:12].C(=O)([O-])[O-:14].[Cs+].[Cs+].C(O)(=O)C.[Na+].[Cl-], predict the reaction product. The product is: [Br:1][C:2]1[C:3]([F:12])=[CH:4][C:5]([N+:9]([O-:11])=[O:10])=[C:6]([OH:14])[CH:7]=1. (6) Given the reactants [Br:1][C:2]1[O:6][C:5]([C:7](=[O:9])[CH3:8])=[CH:4][CH:3]=1.[Li+].C[Si]([N-][Si](C)(C)C)(C)C.[F:20][C:21]([F:28])([F:27])[C:22](OCC)=[O:23], predict the reaction product. The product is: [Br:1][C:2]1[O:6][C:5]([C:7](=[O:9])[CH2:8][C:22](=[O:23])[C:21]([F:28])([F:27])[F:20])=[CH:4][CH:3]=1.